Dataset: Forward reaction prediction with 1.9M reactions from USPTO patents (1976-2016). Task: Predict the product of the given reaction. (1) Given the reactants [NH:1]1[C:5]2[CH:6]=[CH:7][CH:8]=[C:9]([CH:10]=[CH:11][C:12]([O:14][CH2:15][CH3:16])=[O:13])[C:4]=2[N:3]=[CH:2]1.[Br:17][C:18]1[CH:23]=[CH:22][C:21]([CH2:24][C:25]#[N:26])=[C:20]([Cl:27])[CH:19]=1, predict the reaction product. The product is: [NH:1]1[C:5]2[CH:6]=[CH:7][CH:8]=[C:9]([CH:10]([CH:24]([C:21]3[CH:22]=[CH:23][C:18]([Br:17])=[CH:19][C:20]=3[Cl:27])[C:25]#[N:26])[CH2:11][C:12]([O:14][CH2:15][CH3:16])=[O:13])[C:4]=2[N:3]=[CH:2]1. (2) Given the reactants [F:1][C:2]1[CH:7]=[CH:6][C:5]([C:8]2[CH:13]=[CH:12][CH:11]=[C:10]([S:14](Cl)(=[O:16])=[O:15])[CH:9]=2)=[CH:4][CH:3]=1.[C:18]([O:22][C:23](=[O:33])[NH:24][C:25]1[CH:30]=[CH:29][CH:28]=[C:27]([NH:31][CH3:32])[CH:26]=1)([CH3:21])([CH3:20])[CH3:19], predict the reaction product. The product is: [C:18]([O:22][C:23](=[O:33])[NH:24][C:25]1[CH:30]=[CH:29][CH:28]=[C:27]([N:31]([S:14]([C:10]2[CH:9]=[C:8]([C:5]3[CH:6]=[CH:7][C:2]([F:1])=[CH:3][CH:4]=3)[CH:13]=[CH:12][CH:11]=2)(=[O:16])=[O:15])[CH3:32])[CH:26]=1)([CH3:21])([CH3:20])[CH3:19].